From a dataset of P-glycoprotein inhibition data for predicting drug efflux from Broccatelli et al.. Regression/Classification. Given a drug SMILES string, predict its absorption, distribution, metabolism, or excretion properties. Task type varies by dataset: regression for continuous measurements (e.g., permeability, clearance, half-life) or binary classification for categorical outcomes (e.g., BBB penetration, CYP inhibition). Dataset: pgp_broccatelli. (1) The result is 0 (non-inhibitor). The compound is COc1cc(/C=C/C(N)=O)cc(OC)c1OC. (2) The drug is CC[C@H](CO)NC(=O)[C@@H]1C=C2c3cccc4[nH]cc(c34)C[C@H]2N(C)C1. The result is 0 (non-inhibitor). (3) The drug is CC1=c2[nH]c3c(c2CCN1)C=CC(=O)C=3. The result is 1 (inhibitor). (4) The compound is COc1ccc(CCN(C)CCc2ccc(NC(=O)c3ccccc3NC(=O)c3cnc4ccccc4c3)cc2)cc1OC. The result is 1 (inhibitor). (5) The compound is COc1cc2nc(NCCc3cccc(OC)c3OC)nc(NCCc3cccc(OC)c3OC)c2cc1OC. The result is 1 (inhibitor). (6) The result is 1 (inhibitor). The compound is CN1C[C@@H](C(=O)NC2(C)O[C@@]3(O)[C@@H]4CCCN4C(=O)[C@H](Cc4ccccc4)N3C2=O)C[C@@H]2c3cccc4[nH]cc(c34)C[C@H]21. (7) The molecule is CC(=O)C[C@H](c1ccc([N+](=O)[O-])cc1)c1c(O)oc2ccccc2c1=O. The result is 0 (non-inhibitor). (8) The compound is CCC(=O)N(c1ccccc1)C1(COC)CCN(CCc2cccs2)CC1. The result is 1 (inhibitor). (9) The drug is CCNC(=O)Nc1ccc(S[C@@H]2CC3=CC(=O)CC[C@]3(C)[C@@H]3CC[C@]4(C)[C@@H](C(C)=O)CC[C@@H]4[C@H]23)cc1. The result is 1 (inhibitor). (10) The compound is O=P1(N(CCCl)CCCl)NCCCO1. The result is 0 (non-inhibitor).